Dataset: Reaction yield outcomes from USPTO patents with 853,638 reactions. Task: Predict the reaction yield, written as a fraction of the theoretical maximum amount of product (1.0 means a 100% yield; for example, 0.34 means a 34% yield). (1) The reactants are Cl[CH2:2][C:3](=O)[CH2:4][C:5]([O:7][CH3:8])=[O:6].[Cl:10][CH2:11][CH2:12][CH2:13][O:14][C:15]1[CH:23]=[CH:22][C:18]([C:19]([NH2:21])=[O:20])=[CH:17][CH:16]=1. The catalyst is C(#N)CC.ClCCl. The product is [Cl:10][CH2:11][CH2:12][CH2:13][O:14][C:15]1[CH:23]=[CH:22][C:18]([C:19]2[O:20][CH:2]=[C:3]([CH2:4][C:5]([O:7][CH3:8])=[O:6])[N:21]=2)=[CH:17][CH:16]=1. The yield is 0.500. (2) The reactants are [C:1]([Li])([CH3:4])([CH3:3])C.Br[C:7]1[CH:12]=[CH:11][CH:10]=[CH:9][N:8]=1.Br[C:14]1[CH:15]=[C:16]([CH:26]=[CH:27][CH:28]=1)[C:17]([C:19]1[CH:24]=[CH:23][CH:22]=[C:21](Br)[CH:20]=1)=[O:18].[CH2:29](N(CC(O)=O)CC(O)=O)[CH2:30][N:31](CC(O)=O)CC(O)=O. The catalyst is [Cl-].[Zn+2].[Cl-].C1C=CC([P]([Pd]([P](C2C=CC=CC=2)(C2C=CC=CC=2)C2C=CC=CC=2)([P](C2C=CC=CC=2)(C2C=CC=CC=2)C2C=CC=CC=2)[P](C2C=CC=CC=2)(C2C=CC=CC=2)C2C=CC=CC=2)(C2C=CC=CC=2)C2C=CC=CC=2)=CC=1.O1CCCC1.CCCCC. The product is [C:17]([C:19]1[CH:24]=[CH:23][CH:22]=[C:21]([C:4]2[CH:1]=[CH:3][CH:29]=[CH:30][N:31]=2)[CH:20]=1)([C:16]1[CH:26]=[CH:27][CH:28]=[C:14]([C:7]2[CH:12]=[CH:11][CH:10]=[CH:9][N:8]=2)[CH:15]=1)=[O:18]. The yield is 0.758.